This data is from Forward reaction prediction with 1.9M reactions from USPTO patents (1976-2016). The task is: Predict the product of the given reaction. (1) Given the reactants Br[CH2:2][C:3](=O)[CH2:4][CH2:5][C:6]#[C:7][Si:8]([CH3:11])([CH3:10])[CH3:9].C(=O)([O-])[O-].[K+].[K+].[F:19][C:20]1[CH:21]=[CH:22][C:23]([NH2:26])=[N:24][CH:25]=1, predict the reaction product. The product is: [F:19][C:20]1[CH:21]=[CH:22][C:23]2[N:24]([CH:2]=[C:3]([CH2:4][CH2:5][C:6]#[C:7][Si:8]([CH3:11])([CH3:10])[CH3:9])[N:26]=2)[CH:25]=1. (2) Given the reactants [CH3:1][O:2][C:3]1[CH:4]=[C:5]([CH:11]=[CH:12][CH:13]=1)[O:6][CH2:7][C:8](O)=O.[CH:14]1([NH2:17])[CH2:16][CH2:15]1, predict the reaction product. The product is: [CH:14]1([NH:17][CH2:8][CH2:7][O:6][C:5]2[CH:11]=[CH:12][CH:13]=[C:3]([O:2][CH3:1])[CH:4]=2)[CH2:16][CH2:15]1. (3) Given the reactants [CH:1]12[CH2:11][CH:7]([C:8](=O)[CH2:9]1)[CH:6]1[CH:2]2[CH2:3][CH2:4][CH2:5]1.[NH3:12].[H][H], predict the reaction product. The product is: [CH2:3]1[CH:2]2[CH:6]([CH:7]3[CH2:11][CH:1]2[CH2:9][CH:8]3[NH2:12])[CH2:5][CH2:4]1. (4) Given the reactants [F:1][C:2]1[CH:3]=[C:4]([C:11]2[CH:16]=[CH:15][C:14]([O:17][CH2:18][CH:19]3[CH2:24][CH2:23][N:22]([CH2:25][C:26]([F:29])([CH3:28])[CH3:27])[CH2:21][CH2:20]3)=[CH:13][CH:12]=2)[CH:5]=[CH:6][C:7]=1[C:8](O)=[O:9].[NH:30]1[CH2:34][CH2:33][C@H:32]([OH:35])[CH2:31]1.C1CN([P+](ON2N=NC3C=CC=CC2=3)(N2CCCC2)N2CCCC2)CC1.F[P-](F)(F)(F)(F)F.CCN(C(C)C)C(C)C, predict the reaction product. The product is: [F:1][C:2]1[CH:3]=[C:4]([C:11]2[CH:16]=[CH:15][C:14]([O:17][CH2:18][CH:19]3[CH2:20][CH2:21][N:22]([CH2:25][C:26]([F:29])([CH3:27])[CH3:28])[CH2:23][CH2:24]3)=[CH:13][CH:12]=2)[CH:5]=[CH:6][C:7]=1[C:8]([N:30]1[CH2:34][CH2:33][C@H:32]([OH:35])[CH2:31]1)=[O:9]. (5) The product is: [CH3:6][O:7][C:8](=[O:21])[C:9]1[C:10](=[C:15]([CH2:19][NH:20][C:2]([NH2:3])=[O:1])[CH:16]=[CH:17][CH:18]=1)[C:11]([O:13][CH3:14])=[O:12]. Given the reactants [O-:1][C:2]#[N:3].[K+].Cl.[CH3:6][O:7][C:8](=[O:21])[C:9]1[C:10](=[C:15]([CH2:19][NH2:20])[CH:16]=[CH:17][CH:18]=1)[C:11]([O:13][CH3:14])=[O:12], predict the reaction product.